From a dataset of Forward reaction prediction with 1.9M reactions from USPTO patents (1976-2016). Predict the product of the given reaction. (1) Given the reactants Cl[C:2]1[CH:3]=[C:4]([C:17]2[N:25]=[C:24]([CH3:26])[N:23]=[C:22]3[C:18]=2[N:19]=[CH:20][N:21]3[CH:27]2[CH2:32][CH2:31][CH2:30][CH2:29][O:28]2)[C:5]([NH:8][C:9]2[CH:10]=[N:11][C:12]([O:15][CH3:16])=[CH:13][CH:14]=2)=[N:6][CH:7]=1.[CH3:33][O:34][C:35]1[CH:40]=[CH:39][C:38]([NH2:41])=[CH:37][CH:36]=1.CC(C)([O-])C.[Na+].C(P(C(C)(C)C)C1C=CC=CC=1C1C(C(C)C)=CC(C(C)C)=CC=1C(C)C)(C)(C)C, predict the reaction product. The product is: [CH3:33][O:34][C:35]1[CH:40]=[CH:39][C:38]([NH:41][C:2]2[CH:3]=[C:4]([C:17]3[N:25]=[C:24]([CH3:26])[N:23]=[C:22]4[C:18]=3[N:19]=[CH:20][N:21]4[CH:27]3[CH2:32][CH2:31][CH2:30][CH2:29][O:28]3)[C:5]([NH:8][C:9]3[CH:10]=[N:11][C:12]([O:15][CH3:16])=[CH:13][CH:14]=3)=[N:6][CH:7]=2)=[CH:37][CH:36]=1. (2) Given the reactants C(OC([N:8]1[C@@H:17]([C:18]([OH:20])=O)[CH2:16][C:15]2[C:10](=[CH:11][C:12]([OH:21])=[CH:13][CH:14]=2)[CH2:9]1)=O)(C)(C)C.[CH2:22]([C:26]1([C:36]2[CH:41]=[CH:40][CH:39]=[CH:38][CH:37]=2)[C:30]2[CH2:31][NH:32][CH2:33][CH2:34][C:29]=2[C:28](=[O:35])[O:27]1)[CH:23]([CH3:25])[CH3:24].CCN(C(C)C)C(C)C.CN([P+](ON1N=NC2C=CC=CC1=2)(N(C)C)N(C)C)C.F[P-](F)(F)(F)(F)F, predict the reaction product. The product is: [OH:21][C:12]1[CH:11]=[C:10]2[C:15]([CH2:16][C@H:17]([C:18]([N:32]3[CH2:33][CH2:34][C:29]4[C:28](=[O:35])[O:27][C:26]([CH2:22][CH:23]([CH3:24])[CH3:25])([C:36]5[CH:41]=[CH:40][CH:39]=[CH:38][CH:37]=5)[C:30]=4[CH2:31]3)=[O:20])[NH:8][CH2:9]2)=[CH:14][CH:13]=1. (3) Given the reactants Cl.[NH2:2][C:3]([NH2:5])=[NH:4].[Na+].[Cl-].NC(N)=N.C[O:13][C:14](=O)[CH2:15][N:16]1[C:20]([C:21]2[CH:26]=[CH:25][C:24]([N:27]3[CH2:32][CH2:31][CH2:30][CH2:29][CH2:28]3)=[CH:23][CH:22]=2)=[CH:19][CH:18]=[C:17]1[C:33]1[CH:38]=[CH:37][CH:36]=[CH:35][CH:34]=1, predict the reaction product. The product is: [C:33]1([C:17]2[N:16]([CH2:15][C:14]([NH:4][C:3]([NH2:5])=[NH:2])=[O:13])[C:20]([C:21]3[CH:26]=[CH:25][C:24]([N:27]4[CH2:28][CH2:29][CH2:30][CH2:31][CH2:32]4)=[CH:23][CH:22]=3)=[CH:19][CH:18]=2)[CH:34]=[CH:35][CH:36]=[CH:37][CH:38]=1. (4) The product is: [Cl:1][C:2]1[CH:3]=[C:4]([C:31]#[C:30][CH2:29][OH:32])[CH:5]=[C:6]([Cl:8])[CH:7]=1. Given the reactants [Cl:1][C:2]1[CH:3]=[C:4](I)[CH:5]=[C:6]([Cl:8])[CH:7]=1.C1(P(C2C=CC=CC=2)C2C=CC=CC=2)C=CC=CC=1.[CH2:29]([OH:32])[C:30]#[CH:31].C(N(C(C)C)CC)(C)C, predict the reaction product. (5) Given the reactants B(F)(F)F.CSC.[C:8]([C:11]1[CH:16]=[CH:15][CH:14]=[CH:13][C:12]=1[C:17]1[CH:22]=[CH:21][C:20]([C:23]2[C:24]([C:31]3[CH:36]=[C:35]([CH3:37])[CH:34]=[C:33]([O:38]C)[CH:32]=3)=[N:25][N:26]([CH2:28][C:29]#[N:30])[CH:27]=2)=[CH:19][N:18]=1)(=[O:10])[CH3:9], predict the reaction product. The product is: [C:8]([C:11]1[CH:16]=[CH:15][CH:14]=[CH:13][C:12]=1[C:17]1[CH:22]=[CH:21][C:20]([C:23]2[C:24]([C:31]3[CH:36]=[C:35]([CH3:37])[CH:34]=[C:33]([OH:38])[CH:32]=3)=[N:25][N:26]([CH2:28][C:29]#[N:30])[CH:27]=2)=[CH:19][N:18]=1)(=[O:10])[CH3:9].